This data is from Human liver microsome stability data. The task is: Regression/Classification. Given a drug SMILES string, predict its absorption, distribution, metabolism, or excretion properties. Task type varies by dataset: regression for continuous measurements (e.g., permeability, clearance, half-life) or binary classification for categorical outcomes (e.g., BBB penetration, CYP inhibition). Dataset: hlm. (1) The molecule is Oc1nc(SCc2ccc(Cl)cc2)nc2c1CCC2. The result is 1 (stable in human liver microsomes). (2) The drug is O=C(O)c1cccc(S(=O)(=O)N2CCC(NS(=O)(=O)c3cc(S(=O)(=O)c4ccccc4)ccc3C(F)(F)F)CC2)c1. The result is 0 (unstable in human liver microsomes). (3) The result is 1 (stable in human liver microsomes). The compound is CC(C)(C)c1ccc(-n2nnnc2SCC(=O)Nc2ccccc2Cl)c(Cl)c1. (4) The molecule is C[C@@H]1CCN(S(=O)(=O)CC(F)(F)F)C[C@@H]1N(C)c1ncnc2[nH]ccc12. The result is 1 (stable in human liver microsomes). (5) The compound is COCCOc1cc2ncnc(-n3nc(-c4ccccn4)nc3N)c2cc1OCCOC. The result is 0 (unstable in human liver microsomes). (6) The compound is COC(=O)Nc1ccc2c(c1)oc1cc(S(=O)(=O)N[C@H](C(=O)O)C(C)C)ccc12. The result is 0 (unstable in human liver microsomes).